This data is from Forward reaction prediction with 1.9M reactions from USPTO patents (1976-2016). The task is: Predict the product of the given reaction. (1) Given the reactants [CH2:1]([O:3][C:4]1[CH:9]=[CH:8][C:7]([OH:10])=[CH:6][CH:5]=1)[CH3:2].C(=O)([O-])[O-].[K+].[K+].[CH2:17]([CH:19]1[O:21][CH2:20]1)Cl, predict the reaction product. The product is: [CH2:1]([O:3][C:4]1[CH:9]=[CH:8][C:7]([O:10][CH2:17][CH:19]2[CH2:20][O:21]2)=[CH:6][CH:5]=1)[CH3:2]. (2) Given the reactants [Br:1][C:2]1[CH:6]=[C:5]([C:7]([OH:9])=O)[N:4]([C:10]2[C:15]([Cl:16])=[CH:14][CH:13]=[CH:12][N:11]=2)[N:3]=1.C(Cl)(=O)C(Cl)=O.[CH3:23][C:24]1[CH:25]=[CH:26][CH:27]=[C:28]2[C:33]=1[NH:32][CH2:31][N:30]([CH:34]([CH3:36])[CH3:35])[C:29]2=[O:37].N1C=CC=CC=1.C1CN2C(=NCCC2)NC1, predict the reaction product. The product is: [Br:1][C:2]1[CH:6]=[C:5]([C:7]([N:32]2[C:33]3[C:28](=[CH:27][CH:26]=[CH:25][C:24]=3[CH3:23])[C:29](=[O:37])[N:30]([CH:34]([CH3:36])[CH3:35])[CH2:31]2)=[O:9])[N:4]([C:10]2[C:15]([Cl:16])=[CH:14][CH:13]=[CH:12][N:11]=2)[N:3]=1. (3) Given the reactants [F:1][C:2]1[CH:7]=[C:6]([F:8])[CH:5]=[CH:4][C:3]=1[N:9]1[C:13]2[CH:14]=[CH:15][CH:16]=[CH:17][C:12]=2[NH:11][S:10]1(=[O:19])=[O:18].C1(P(C2C=CC=CC=2)C2C=CC=CC=2)C=CC=CC=1.[Br:39][CH2:40][CH2:41][CH2:42]O.CC(OC(/N=N/C(OC(C)C)=O)=O)C, predict the reaction product. The product is: [Br:39][CH2:40][CH2:41][CH2:42][N:11]1[C:12]2[CH:17]=[CH:16][CH:15]=[CH:14][C:13]=2[N:9]([C:3]2[CH:4]=[CH:5][C:6]([F:8])=[CH:7][C:2]=2[F:1])[S:10]1(=[O:18])=[O:19]. (4) Given the reactants [Cl:1][C:2]1[N:3]([S:15]([C:18]2[CH:23]=[CH:22][C:21]([C:24]([F:27])([F:26])[F:25])=[CH:20][CH:19]=2)(=[O:17])=[O:16])[C:4]([C:9]2[CH:14]=[CH:13][CH:12]=[CH:11][CH:10]=2)=[CH:5][C:6]=1[CH:7]=O.CO.[CH3:30][NH2:31].[BH4-].[Na+].Cl.C(=O)([O-])O.[Na+], predict the reaction product. The product is: [ClH:1].[Cl:1][C:2]1[N:3]([S:15]([C:18]2[CH:23]=[CH:22][C:21]([C:24]([F:27])([F:26])[F:25])=[CH:20][CH:19]=2)(=[O:17])=[O:16])[C:4]([C:9]2[CH:14]=[CH:13][CH:12]=[CH:11][CH:10]=2)=[CH:5][C:6]=1[CH2:7][NH:31][CH3:30]. (5) Given the reactants Br[C:2]1[CH:3]=[C:4]([C:8]2[N:13]=[C:12]([C:14]3[CH:19]=[CH:18][C:17]([Cl:20])=[C:16]([Cl:21])[CH:15]=3)[CH:11]=[C:10]([CH3:22])[N:9]=2)[CH:5]=[CH:6][CH:7]=1.[C:23]([NH:27][S:28]([C:31]1[CH:32]=[C:33](B(O)O)[CH:34]=[CH:35][CH:36]=1)(=[O:30])=[O:29])([CH3:26])([CH3:25])[CH3:24], predict the reaction product. The product is: [C:23]([NH:27][S:28]([C:31]1[CH:36]=[C:35]([C:2]2[CH:7]=[CH:6][CH:5]=[C:4]([C:8]3[N:13]=[C:12]([C:14]4[CH:19]=[CH:18][C:17]([Cl:20])=[C:16]([Cl:21])[CH:15]=4)[CH:11]=[C:10]([CH3:22])[N:9]=3)[CH:3]=2)[CH:34]=[CH:33][CH:32]=1)(=[O:30])=[O:29])([CH3:26])([CH3:24])[CH3:25]. (6) Given the reactants [C:1]([O-:4])([O-])=O.[Na+].[Na+].[N:7]1[CH:12]=[CH:11][CH:10]=[C:9](B(O)O)[CH:8]=1, predict the reaction product. The product is: [CH3:12][C:11]1[CH:10]=[CH:9][CH:8]=[C:9]2[C:8]=1[N:7]=[C:12]([C:9]1[CH:8]=[N:7][CH:12]=[CH:11][CH:10]=1)[C:11]([CH:1]=[O:4])=[CH:10]2. (7) Given the reactants [CH3:1][C:2]1[CH:3]=[C:4]([NH:8][C:9]2[C:10]3[CH:17]=[CH:16][NH:15][C:11]=3[N:12]=[CH:13][N:14]=2)[CH:5]=[CH:6][CH:7]=1.[H-].[Na+].[C:20](Cl)(=[O:22])[CH3:21], predict the reaction product. The product is: [C:2]1([CH3:1])[CH:7]=[CH:6][CH:5]=[C:4]([NH:8][C:9]2[C:10]3[CH:17]=[CH:16][N:15]([C:20](=[O:22])[CH3:21])[C:11]=3[N:12]=[CH:13][N:14]=2)[CH:3]=1.